Dataset: Full USPTO retrosynthesis dataset with 1.9M reactions from patents (1976-2016). Task: Predict the reactants needed to synthesize the given product. The reactants are: [C:1]([CH:3]1[CH2:9][C@@H:8]2[N:10]([C:11]([O:13][C:14]([CH3:17])([CH3:16])[CH3:15])=[O:12])[C@@H:5]([CH:6]=[CH:7]2)[CH2:4]1)#[N:2].[F:18][C:19]1[CH:20]=[N:21][CH:22]=[C:23](F)[CH:24]=1.C[Si]([N-][Si](C)(C)C)(C)C.[Li+].O. Given the product [C:1]([C:3]1([C:23]2[CH:22]=[N:21][CH:20]=[C:19]([F:18])[CH:24]=2)[CH2:4][C@@H:5]2[N:10]([C:11]([O:13][C:14]([CH3:17])([CH3:16])[CH3:15])=[O:12])[C@@H:8]([CH:7]=[CH:6]2)[CH2:9]1)#[N:2], predict the reactants needed to synthesize it.